The task is: Predict the reactants needed to synthesize the given product.. This data is from Full USPTO retrosynthesis dataset with 1.9M reactions from patents (1976-2016). Given the product [NH2:1][C:2]1[N:10]=[C:9]([CH2:11][CH2:12][CH2:13][CH2:14][OH:15])[N:8]=[C:7]2[C:3]=1[N:4]=[CH:5][N:6]2[CH3:16], predict the reactants needed to synthesize it. The reactants are: [NH2:1][C:2]1[N:10]=[C:9]([C:11]#[C:12][CH2:13][CH2:14][OH:15])[N:8]=[C:7]2[C:3]=1[N:4]=[CH:5][N:6]2[CH3:16].[H][H].